From a dataset of Reaction yield outcomes from USPTO patents with 853,638 reactions. Predict the reaction yield, written as a fraction of the theoretical maximum amount of product (1.0 means a 100% yield; for example, 0.34 means a 34% yield). (1) The yield is 0.650. The catalyst is CC(=O)CC. The product is [CH2:24]([N:4]1[C:5]2[C:10](=[CH:9][CH:8]=[CH:7][CH:6]=2)[C:2]([OH:1])([C:12]2[CH:13]=[CH:14][CH:15]=[CH:16][CH:17]=2)[C:3]1=[O:11])[C:25]1[CH:30]=[CH:29][CH:28]=[CH:27][CH:26]=1. The reactants are [OH:1][C:2]1([C:12]2[CH:17]=[CH:16][CH:15]=[CH:14][CH:13]=2)[C:10]2[C:5](=[CH:6][CH:7]=[CH:8][CH:9]=2)[NH:4][C:3]1=[O:11].C(=O)([O-])[O-].[Cs+].[Cs+].[CH2:24](Br)[C:25]1[CH:30]=[CH:29][CH:28]=[CH:27][CH:26]=1.O. (2) The reactants are [CH3:1][O:2][C:3]1[CH:4]=[C:5]([CH2:11][C:12]([O:14][CH3:15])=[O:13])[CH:6]=[CH:7][C:8]=1[O:9][CH3:10].[Li+].C[Si]([N-][Si](C)(C)C)(C)C.Cl.Cl[CH2:28][C:29]1[CH:30]=[N:31][C:32]2[C:37]([CH:38]=1)=[C:36]([O:39][CH3:40])[CH:35]=[CH:34][CH:33]=2. The catalyst is C1COCC1. The product is [CH3:1][O:2][C:3]1[CH:4]=[C:5]([CH:11]([CH2:28][C:29]2[CH:30]=[N:31][C:32]3[C:37]([CH:38]=2)=[C:36]([O:39][CH3:40])[CH:35]=[CH:34][CH:33]=3)[C:12]([O:14][CH3:15])=[O:13])[CH:6]=[CH:7][C:8]=1[O:9][CH3:10]. The yield is 0.350. (3) The reactants are C(Cl)(=O)C(Cl)=O.CS(C)=O.[CH3:11][O:12][C:13]([N:15]1[CH2:20][CH2:19][CH:18]([CH2:21][OH:22])[CH2:17][CH2:16]1)=[O:14].C(N(CC)CC)C. The catalyst is ClCCl. The product is [CH3:11][O:12][C:13]([N:15]1[CH2:16][CH2:17][CH:18]([CH:21]=[O:22])[CH2:19][CH2:20]1)=[O:14]. The yield is 0.780. (4) The reactants are Br[CH2:2][C:3]1[CH:4]=[C:5]([CH:25]=[CH:26][CH:27]=1)[CH2:6][N:7]1[C:11]2[CH:12]=[CH:13][CH:14]=[CH:15][C:10]=2[N:9]([C:16]2[CH:21]=[CH:20][CH:19]=[CH:18][C:17]=2[F:22])[S:8]1(=[O:24])=[O:23].[CH3:28][NH:29][CH3:30]. No catalyst specified. The product is [F:22][C:17]1[CH:18]=[CH:19][CH:20]=[CH:21][C:16]=1[N:9]1[C:10]2[CH:15]=[CH:14][CH:13]=[CH:12][C:11]=2[N:7]([CH2:6][C:5]2[CH:4]=[C:3]([CH2:2][N:29]([CH3:30])[CH3:28])[CH:27]=[CH:26][CH:25]=2)[S:8]1(=[O:24])=[O:23]. The yield is 0.390. (5) The catalyst is C1(C)C=CC=CC=1.CC#N. The yield is 0.400. The product is [C:1]([C:5]1[CH:6]=[C:7]([CH:8]([S:27]([C:24]2[CH:25]=[CH:26][C:21]([CH3:20])=[CH:22][CH:23]=2)(=[O:29])=[O:28])[NH:19][CH:17]=[O:18])[CH:10]=[C:11]([C:13]([CH3:16])([CH3:15])[CH3:14])[CH:12]=1)([CH3:4])([CH3:3])[CH3:2]. The reactants are [C:1]([C:5]1[CH:6]=[C:7]([CH:10]=[C:11]([C:13]([CH3:16])([CH3:15])[CH3:14])[CH:12]=1)[CH:8]=O)([CH3:4])([CH3:3])[CH3:2].[CH:17]([NH2:19])=[O:18].[CH3:20][C:21]1[CH:26]=[CH:25][C:24]([S:27]([OH:29])=[O:28])=[CH:23][CH:22]=1. (6) The catalyst is C1COCC1. The reactants are [Br-].[N+:2]([C:5]1[CH:10]=[CH:9][C:8]([C:11](=[O:38])[CH2:12][N+:13]23[CH2:20][CH2:19][CH:16]([CH2:17][CH2:18]2)[C@@H:15]([O:21][C:22](=[O:37])[C@@H:23]([C:31]2[CH:36]=[CH:35][CH:34]=[CH:33][CH:32]=2)[NH:24][C:25]2[CH:30]=[CH:29][CH:28]=[CH:27][CH:26]=2)[CH2:14]3)=[CH:7][CH:6]=1)([O-])=O. The product is [CH:22]([O-:37])=[O:21].[NH2:2][C:5]1[CH:10]=[CH:9][C:8]([C:11](=[O:38])[CH2:12][N+:13]23[CH2:18][CH2:17][CH:16]([CH2:19][CH2:20]2)[C@@H:15]([O:21][C:22](=[O:37])[C@@H:23]([C:31]2[CH:32]=[CH:33][CH:34]=[CH:35][CH:36]=2)[NH:24][C:25]2[CH:26]=[CH:27][CH:28]=[CH:29][CH:30]=2)[CH2:14]3)=[CH:7][CH:6]=1. The yield is 0.370. (7) The yield is 0.780. The catalyst is C(OCC)(=O)C.C1C=CC([P]([Pd]([P](C2C=CC=CC=2)(C2C=CC=CC=2)C2C=CC=CC=2)([P](C2C=CC=CC=2)(C2C=CC=CC=2)C2C=CC=CC=2)[P](C2C=CC=CC=2)(C2C=CC=CC=2)C2C=CC=CC=2)(C2C=CC=CC=2)C2C=CC=CC=2)=CC=1. The product is [Cl:27][C:14]1[CH:13]=[C:12]([C:11]2[C:10]3[C:5](=[CH:6][C:7]([S:28]([NH:31][C:32]4[CH:36]=[CH:35][O:34][N:33]=4)(=[O:29])=[O:30])=[CH:8][CH:9]=3)[N:4]=[CH:3][C:2]=2[CH2:48][CH3:49])[C:17]([O:18][CH3:19])=[CH:16][C:15]=1[C:20]1[CH:25]=[CH:24][CH:23]=[C:22]([F:26])[CH:21]=1. The reactants are Br[C:2]1[CH:3]=[N:4][C:5]2[C:10]([C:11]=1[C:12]1[C:17]([O:18][CH3:19])=[CH:16][C:15]([C:20]3[CH:25]=[CH:24][CH:23]=[C:22]([F:26])[CH:21]=3)=[C:14]([Cl:27])[CH:13]=1)=[CH:9][CH:8]=[C:7]([S:28]([NH:31][C:32]1[CH:36]=[CH:35][O:34][N:33]=1)(=[O:30])=[O:29])[CH:6]=2.C(=O)([O-])[O-].[K+].[K+].CN(C=O)C.[CH2:48](B(CC)CC)[CH3:49].